This data is from Cav3 T-type calcium channel HTS with 100,875 compounds. The task is: Binary Classification. Given a drug SMILES string, predict its activity (active/inactive) in a high-throughput screening assay against a specified biological target. The drug is O(c1c2c(CC)cc(oc2cc(c1)C)=O)C(C)C(O)=O. The result is 0 (inactive).